From a dataset of Merck oncology drug combination screen with 23,052 pairs across 39 cell lines. Regression. Given two drug SMILES strings and cell line genomic features, predict the synergy score measuring deviation from expected non-interaction effect. (1) Drug 1: COc1cc(C2c3cc4c(cc3C(OC3OC5COC(C)OC5C(O)C3O)C3COC(=O)C23)OCO4)cc(OC)c1O. Drug 2: O=C(CCCCCCC(=O)Nc1ccccc1)NO. Cell line: A2780. Synergy scores: synergy=10.0. (2) Drug 1: C=CCn1c(=O)c2cnc(Nc3ccc(N4CCN(C)CC4)cc3)nc2n1-c1cccc(C(C)(C)O)n1. Drug 2: Cn1c(=O)n(-c2ccc(C(C)(C)C#N)cc2)c2c3cc(-c4cnc5ccccc5c4)ccc3ncc21. Cell line: A427. Synergy scores: synergy=4.69. (3) Drug 1: O=C(O)C1(Cc2cccc(Nc3nccs3)n2)CCC(Oc2cccc(Cl)c2F)CC1. Drug 2: NC(=O)c1cccc2cn(-c3ccc(C4CCCNC4)cc3)nc12. Cell line: LOVO. Synergy scores: synergy=0.111. (4) Drug 1: CCN(CC)CCNC(=O)c1c(C)[nH]c(C=C2C(=O)Nc3ccc(F)cc32)c1C. Drug 2: O=C(NOCC(O)CO)c1ccc(F)c(F)c1Nc1ccc(I)cc1F. Cell line: UACC62. Synergy scores: synergy=4.89. (5) Drug 1: CS(=O)(=O)CCNCc1ccc(-c2ccc3ncnc(Nc4ccc(OCc5cccc(F)c5)c(Cl)c4)c3c2)o1. Drug 2: O=C(NOCC(O)CO)c1ccc(F)c(F)c1Nc1ccc(I)cc1F. Cell line: SW620. Synergy scores: synergy=-0.308.